This data is from Full USPTO retrosynthesis dataset with 1.9M reactions from patents (1976-2016). The task is: Predict the reactants needed to synthesize the given product. (1) The reactants are: Cl[C:2]1[CH:7]=[C:6]([C:8]2[CH:13]=[CH:12][CH:11]=[CH:10][CH:9]=2)[N:5]=[C:4]([NH:14][C:15](=[O:32])[CH2:16][CH2:17][C:18]([C:20]2[CH:25]=[CH:24][C:23]([O:26][CH2:27][CH3:28])=[C:22]([O:29][CH2:30][CH3:31])[CH:21]=2)=[O:19])[CH:3]=1.C1(C2C=CC=CC=2)C=CC=CC=1P(C1CCCCC1)C1CCCCC1.C(=O)([O-])[O-].[K+].[K+].[CH3:64][O:65][C:66]([C:68]1[CH:69]=[C:70](B(O)O)[CH:71]=[CH:72][CH:73]=1)=[O:67]. Given the product [CH2:30]([O:29][C:22]1[CH:21]=[C:20]([C:18](=[O:19])[CH2:17][CH2:16][C:15]([NH:14][C:4]2[CH:3]=[C:2]([C:72]3[CH:73]=[C:68]([CH:69]=[CH:70][CH:71]=3)[C:66]([O:65][CH3:64])=[O:67])[CH:7]=[C:6]([C:8]3[CH:13]=[CH:12][CH:11]=[CH:10][CH:9]=3)[N:5]=2)=[O:32])[CH:25]=[CH:24][C:23]=1[O:26][CH2:27][CH3:28])[CH3:31], predict the reactants needed to synthesize it. (2) Given the product [F:21][C:22]1[CH:27]=[C:26]([F:28])[CH:25]=[CH:24][C:23]=1[C:2]1[CH:3]=[C:4]([N:8]2[CH2:13][CH2:12][N:11]([C:14]([O:16][C:17]([CH3:20])([CH3:19])[CH3:18])=[O:15])[CH2:10][CH2:9]2)[CH:5]=[N:6][CH:7]=1, predict the reactants needed to synthesize it. The reactants are: Br[C:2]1[CH:3]=[C:4]([N:8]2[CH2:13][CH2:12][N:11]([C:14]([O:16][C:17]([CH3:20])([CH3:19])[CH3:18])=[O:15])[CH2:10][CH2:9]2)[CH:5]=[N:6][CH:7]=1.[F:21][C:22]1[CH:27]=[C:26]([F:28])[CH:25]=[CH:24][C:23]=1B(O)O.C(=O)([O-])[O-].[Na+].[Na+].C1(C)C=CC=CC=1. (3) Given the product [CH3:17][N:18]1[C:22]([C:2]2[CH:3]=[C:4]([C:7]([O:9][CH3:10])=[O:8])[O:5][CH:6]=2)=[CH:21][CH:20]=[N:19]1, predict the reactants needed to synthesize it. The reactants are: Br[C:2]1[CH:3]=[C:4]([C:7]([O:9][CH3:10])=[O:8])[O:5][CH:6]=1.C(=O)([O-])[O-].[K+].[K+].[CH3:17][N:18]1[C:22](B2OC(C)(C)C(C)(C)O2)=[CH:21][CH:20]=[N:19]1. (4) Given the product [CH2:12]([O:14][C:15]([NH:16][CH2:17][CH2:18][C:19]1[CH:20]=[CH:21][C:22]([O:25][C:26]2[CH:27]=[CH:28][C:29]([O:10][C:8](=[O:9])[CH3:4])=[CH:30][CH:31]=2)=[CH:23][CH:24]=1)=[O:35])[CH3:13], predict the reactants needed to synthesize it. The reactants are: ClC1C=CC=[C:4]([C:8]([O:10]O)=[O:9])C=1.[CH2:12]([O:14][C:15](=[O:35])[NH:16][CH2:17][CH2:18][C:19]1[CH:24]=[CH:23][C:22]([O:25][C:26]2[CH:31]=[CH:30][C:29](C(=O)C)=[CH:28][CH:27]=2)=[CH:21][CH:20]=1)[CH3:13]. (5) Given the product [CH3:1][O:2][C:3]([C:5]1[CH:13]=[C:12]2[C:8]([C:9]([CH:14]3[CH2:19][CH2:18][CH2:17][CH2:16][CH2:15]3)=[C:10]([Br:26])[NH:11]2)=[CH:7][CH:6]=1)=[O:4], predict the reactants needed to synthesize it. The reactants are: [CH3:1][O:2][C:3]([C:5]1[CH:13]=[C:12]2[C:8]([C:9]([CH:14]3[CH2:19][CH2:18][CH2:17][CH2:16][CH2:15]3)=[CH:10][NH:11]2)=[CH:7][CH:6]=1)=[O:4].C1C=C[NH+]=CC=1.[Br:26][Br-]Br. (6) Given the product [C:19]([O:18][C:16]([N:13]1[CH2:14][CH:15]=[C:11]([C:7]2[N:6]=[C:5]([C:3]([OH:4])=[O:2])[CH:10]=[CH:9][CH:8]=2)[CH2:12]1)=[O:17])([CH3:22])([CH3:20])[CH3:21], predict the reactants needed to synthesize it. The reactants are: C[O:2][C:3]([C:5]1[CH:10]=[CH:9][CH:8]=[C:7]([C:11]2[CH2:12][N:13]([C:16]([O:18][C:19]([CH3:22])([CH3:21])[CH3:20])=[O:17])[CH2:14][CH:15]=2)[N:6]=1)=[O:4].O[Li].O. (7) Given the product [C:33]([O:36][CH2:12][C:5]1[CH:4]=[CH:3][C:2]([Br:1])=[C:11]2[C:6]=1[CH:7]=[CH:8][CH:9]=[N:10]2)(=[O:35])[CH3:34], predict the reactants needed to synthesize it. The reactants are: [Br:1][C:2]1[CH:3]=[CH:4][C:5]([CH3:12])=[C:6]2[C:11]=1[N:10]=[CH:9][CH:8]=[CH:7]2.BrN1C(=O)CCC1=O.N(C(C)(C)C#N)=NC(C)(C)C#N.[C:33]([O-:36])(=[O:35])[CH3:34].[Na+]. (8) Given the product [Cl:25][C:3]1[C:4]([C:8]2[N:12]=[C:11]([C:13]3[CH:14]=[CH:15][C:16]([O:21][CH:22]([CH3:24])[CH3:23])=[C:17]([C:18]#[N:19])[CH:20]=3)[O:10][N:9]=2)=[CH:5][CH:6]=[CH:7][C:2]=1[CH2:47][CH2:48][CH2:49][CH2:50][CH2:51][C:52]([O:54][CH2:55][CH3:56])=[O:53], predict the reactants needed to synthesize it. The reactants are: Br[C:2]1[C:3]([Cl:25])=[C:4]([C:8]2[N:12]=[C:11]([C:13]3[CH:14]=[CH:15][C:16]([O:21][CH:22]([CH3:24])[CH3:23])=[C:17]([CH:20]=3)[C:18]#[N:19])[O:10][N:9]=2)[CH:5]=[CH:6][CH:7]=1.CC(P(C(C)(C)C)C(C)(C)C)(C)C.C([O-])([O-])=O.[Cs+].[Cs+].Br[Zn][CH2:47][CH2:48][CH2:49][CH2:50][CH2:51][C:52]([O:54][CH2:55][CH3:56])=[O:53]. (9) The reactants are: [NH2:1][C:2]1[CH:9]=[CH:8][C:5]([C:6]#[N:7])=[CH:4][C:3]=1[N+:10]([O-])=O.O. Given the product [NH2:10][C:3]1[CH:4]=[C:5]([CH:8]=[CH:9][C:2]=1[NH2:1])[C:6]#[N:7], predict the reactants needed to synthesize it. (10) Given the product [NH:5]1[C:37]([C:36]2[CH:39]=[CH:40][CH:41]=[CH:42][C:35]=2[C:32]2[N:33]=[CH:34][C:29]([CH2:28][C:27]3[C:26](=[O:43])[N:25]([C:44]4[N:45]=[CH:46][C:47]([O:50][CH3:51])=[CH:48][N:49]=4)[C:24]([CH3:52])=[N:23][C:22]=3[CH2:18][CH2:19][CH2:20][CH3:21])=[CH:30][CH:31]=2)=[N:38][N:7]=[N:6]1, predict the reactants needed to synthesize it. The reactants are: C[Si]([N:5]=[N+:6]=[N-:7])(C)C.C([Sn](=O)CCCC)CCC.[CH2:18]([C:22]1[N:23]=[C:24]([CH3:52])[N:25]([C:44]2[N:49]=[CH:48][C:47]([O:50][CH3:51])=[CH:46][N:45]=2)[C:26](=[O:43])[C:27]=1[CH2:28][C:29]1[CH:30]=[CH:31][C:32]([C:35]2[CH:42]=[CH:41][CH:40]=[CH:39][C:36]=2[C:37]#[N:38])=[N:33][CH:34]=1)[CH2:19][CH2:20][CH3:21].